This data is from Catalyst prediction with 721,799 reactions and 888 catalyst types from USPTO. The task is: Predict which catalyst facilitates the given reaction. (1) Reactant: [CH2:1]([O:3][C:4]1[C:5]([NH2:17])=[N:6][CH:7]=[C:8]([O:10][C:11]2[CH:12]=[N:13][CH:14]=[CH:15][CH:16]=2)[CH:9]=1)[CH3:2].Br[C:19]1[CH:24]=[CH:23][CH:22]=[C:21]([CH3:25])[N:20]=1.CC(C)([O-])C.[Na+].C1C=CC(P(C2C(C3C(P(C4C=CC=CC=4)C4C=CC=CC=4)=CC=C4C=3C=CC=C4)=C3C(C=CC=C3)=CC=2)C2C=CC=CC=2)=CC=1. Product: [CH2:1]([O:3][C:4]1[C:5]([NH:17][C:19]2[CH:24]=[CH:23][CH:22]=[C:21]([CH3:25])[N:20]=2)=[N:6][CH:7]=[C:8]([O:10][C:11]2[CH:12]=[N:13][CH:14]=[CH:15][CH:16]=2)[CH:9]=1)[CH3:2]. The catalyst class is: 187. (2) Reactant: [Br:1][C:2]1[CH:3]=[C:4]([CH:9]=[C:10]([Br:21])[C:11]=1/[CH:12]=[CH:13]\[C:14]([O:16]C(C)(C)C)=[O:15])[C:5]([O:7][CH3:8])=[O:6].FC(F)(F)C(O)=O. Product: [Br:1][C:2]1[CH:3]=[C:4]([C:5]([O:7][CH3:8])=[O:6])[CH:9]=[C:10]([Br:21])[C:11]=1/[CH:12]=[CH:13]\[C:14]([OH:16])=[O:15]. The catalyst class is: 4. (3) Reactant: [Br:1][C:2]1[CH:11]=[CH:10][C:9]2[N:8]=[C:7](Cl)[C:6]3=[N:13][N:14](CC4C=CC(OC)=CC=4)[CH:15]=[C:5]3[C:4]=2[CH:3]=1.[N:25]1([C:31]2[CH:37]=[CH:36][C:34]([NH2:35])=[CH:33][CH:32]=2)[CH2:30][CH2:29][CH2:28][CH2:27][CH2:26]1.Cl. Product: [Br:1][C:2]1[CH:11]=[CH:10][C:9]2[N:8]=[C:7]([NH:35][C:34]3[CH:33]=[CH:32][C:31]([N:25]4[CH2:30][CH2:29][CH2:28][CH2:27][CH2:26]4)=[CH:37][CH:36]=3)[C:6]3=[N:13][NH:14][CH:15]=[C:5]3[C:4]=2[CH:3]=1. The catalyst class is: 71.